From a dataset of Reaction yield outcomes from USPTO patents with 853,638 reactions. Predict the reaction yield, written as a fraction of the theoretical maximum amount of product (1.0 means a 100% yield; for example, 0.34 means a 34% yield). (1) The reactants are N(C(OC(C)C)=O)=NC(OC(C)C)=O.[N+:15]([C:18]1[CH:19]=[CH:20][C:21]([OH:24])=[N:22][CH:23]=1)([O-:17])=[O:16].C1(P(C2C=CC=CC=2)C2C=CC=CC=2)C=CC=CC=1.O[CH:45]1[CH2:48][CH:47]([C:49]([O:51][CH2:52][CH2:53][C:54]2[CH:59]=[CH:58][CH:57]=[CH:56][CH:55]=2)=[O:50])[CH2:46]1. The catalyst is C1COCC1. The product is [N+:15]([C:18]1[CH:19]=[CH:20][C:21]([O:24][CH:45]2[CH2:48][CH:47]([C:49]([O:51][CH2:52][CH2:53][C:54]3[CH:59]=[CH:58][CH:57]=[CH:56][CH:55]=3)=[O:50])[CH2:46]2)=[N:22][CH:23]=1)([O-:17])=[O:16]. The yield is 0.810. (2) The reactants are [Cl:1][C:2]1[C:3]([O:29][CH2:30][CH2:31][CH3:32])=[C:4]([CH:26]=[CH:27][CH:28]=1)[CH2:5][N:6]([CH3:25])[C:7](=[O:24])/[CH:8]=[CH:9]/[C:10]1[CH:23]=[N:22][C:13]2[NH:14][C:15](=[O:21])[C:16]([CH3:20])([CH3:19])[NH:17][CH2:18][C:12]=2[CH:11]=1.Cl. The catalyst is C(Cl)Cl.C(OCC)C. The product is [ClH:1].[Cl:1][C:2]1[C:3]([O:29][CH2:30][CH2:31][CH3:32])=[C:4]([CH:26]=[CH:27][CH:28]=1)[CH2:5][N:6]([CH3:25])[C:7](=[O:24])/[CH:8]=[CH:9]/[C:10]1[CH:23]=[N:22][C:13]2[NH:14][C:15](=[O:21])[C:16]([CH3:19])([CH3:20])[NH:17][CH2:18][C:12]=2[CH:11]=1. The yield is 0.790.